From a dataset of Full USPTO retrosynthesis dataset with 1.9M reactions from patents (1976-2016). Predict the reactants needed to synthesize the given product. (1) Given the product [CH3:32][N:1]1[CH2:6][CH2:5][CH2:4][CH:3]([CH2:7][O:8][N:9]=[C:10]2[CH2:11][CH2:12][N:13]([S:16]([C:19]3[CH:20]=[CH:21][C:22]([O:25][C:26]([F:28])([F:29])[F:27])=[CH:23][CH:24]=3)(=[O:17])=[O:18])[CH2:14][CH2:15]2)[CH2:2]1, predict the reactants needed to synthesize it. The reactants are: [NH:1]1[CH2:6][CH2:5][CH2:4][CH:3]([CH2:7][O:8][N:9]=[C:10]2[CH2:15][CH2:14][N:13]([S:16]([C:19]3[CH:24]=[CH:23][C:22]([O:25][C:26]([F:29])([F:28])[F:27])=[CH:21][CH:20]=3)(=[O:18])=[O:17])[CH2:12][CH2:11]2)[CH2:2]1.C=O.[C:32](O[BH-](OC(=O)C)OC(=O)C)(=O)C.[Na+]. (2) Given the product [Cl:1][C:2]1[CH:11]=[CH:10][CH:9]=[C:8]2[C:3]=1[N:4]=[C:5]([C:21]([C:31]1[C:32](=[O:36])[CH2:33][CH2:34][CH2:35][C:30]=1[OH:37])=[O:23])[C:6](=[O:20])[N:7]2[C:12]1[CH:13]=[CH:14][C:15]([O:18][CH3:19])=[CH:16][CH:17]=1, predict the reactants needed to synthesize it. The reactants are: [Cl:1][C:2]1[CH:11]=[CH:10][CH:9]=[C:8]2[C:3]=1[N:4]=[C:5]([C:21]([OH:23])=O)[C:6](=[O:20])[N:7]2[C:12]1[CH:17]=[CH:16][C:15]([O:18][CH3:19])=[CH:14][CH:13]=1.C(Cl)(=O)C(Cl)=O.[C:30]1(=[O:37])[CH2:35][CH2:34][CH2:33][C:32](=[O:36])[CH2:31]1.C(N(CC)CC)C.CC(C)(O)C#N. (3) The reactants are: [C-:1]#[N:2].[K+].Cl[CH2:5][C:6]1[CH:26]=[CH:25][C:9]([CH2:10][C:11]2[C:12]([NH:19][CH2:20][CH2:21][CH2:22][CH2:23][CH3:24])=[N:13][C:14]([NH2:18])=[N:15][C:16]=2[CH3:17])=[C:8]([F:27])[CH:7]=1. Given the product [NH2:18][C:14]1[N:15]=[C:16]([CH3:17])[C:11]([CH2:10][C:9]2[CH:25]=[CH:26][C:6]([CH2:5][C:1]#[N:2])=[CH:7][C:8]=2[F:27])=[C:12]([NH:19][CH2:20][CH2:21][CH2:22][CH2:23][CH3:24])[N:13]=1, predict the reactants needed to synthesize it. (4) The reactants are: [C:1]([O:5][C:6](=[O:34])[C@@H:7]([NH:18][C:19](=[O:33])[C@@H:20]([NH:22]C(OCC1C=CC=CC=1)=O)[CH3:21])[CH2:8][C:9]1[C:17]2[C:12](=[CH:13][CH:14]=[CH:15][CH:16]=2)[NH:11][CH:10]=1)([CH3:4])([CH3:3])[CH3:2]. Given the product [C:1]([O:5][C:6](=[O:34])[C@@H:7]([NH:18][C:19](=[O:33])[C@@H:20]([NH2:22])[CH3:21])[CH2:8][C:9]1[C:17]2[C:12](=[CH:13][CH:14]=[CH:15][CH:16]=2)[NH:11][CH:10]=1)([CH3:2])([CH3:3])[CH3:4], predict the reactants needed to synthesize it.